From a dataset of Forward reaction prediction with 1.9M reactions from USPTO patents (1976-2016). Predict the product of the given reaction. (1) Given the reactants [H-].[Na+].[C:3]([O:7][C:8]([N:10]1[CH2:13][CH:12]([NH:14][C:15]2[CH:23]=[CH:22][C:21]([C:24]#[N:25])=[C:20]3[C:16]=2[CH:17]=[CH:18][N:19]3[C:26]([O:28][C:29]([CH3:32])([CH3:31])[CH3:30])=[O:27])[CH2:11]1)=[O:9])([CH3:6])([CH3:5])[CH3:4].I[CH3:34], predict the reaction product. The product is: [C:29]([O:28][C:26]([N:19]1[C:20]2[C:16](=[C:15]([N:14]([CH:12]3[CH2:11][N:10]([C:8]([O:7][C:3]([CH3:6])([CH3:5])[CH3:4])=[O:9])[CH2:13]3)[CH3:34])[CH:23]=[CH:22][C:21]=2[C:24]#[N:25])[CH:17]=[CH:18]1)=[O:27])([CH3:32])([CH3:31])[CH3:30]. (2) Given the reactants [Cl:1][C:2]1[C:3]([F:31])=[C:4]([CH:8]2[C:12]([C:15]3[CH:20]=[CH:19][C:18]([Cl:21])=[CH:17][C:16]=3[F:22])([C:13]#[N:14])[CH:11]([CH2:23][C:24]([CH3:27])([CH3:26])[CH3:25])[NH:10][CH:9]2[C:28]([OH:30])=O)[CH:5]=[CH:6][CH:7]=1.CN(C(ON1N=NC2C=CC=NC1=2)=[N+](C)C)C.F[P-](F)(F)(F)(F)F.CCN(C(C)C)C(C)C.[CH3:65][O:66][C:67](=[O:75])[CH2:68][CH:69]1[CH2:74][CH2:73][NH:72][CH2:71][CH2:70]1, predict the reaction product. The product is: [CH3:65][O:66][C:67](=[O:75])[CH2:68][CH:69]1[CH2:70][CH2:71][N:72]([C:28]([C@H:9]2[C@H:8]([C:4]3[CH:5]=[CH:6][CH:7]=[C:2]([Cl:1])[C:3]=3[F:31])[C@:12]([C:15]3[CH:20]=[CH:19][C:18]([Cl:21])=[CH:17][C:16]=3[F:22])([C:13]#[N:14])[C@H:11]([CH2:23][C:24]([CH3:27])([CH3:26])[CH3:25])[NH:10]2)=[O:30])[CH2:73][CH2:74]1. (3) Given the reactants [C:1]12[C:7](=[CH:8][CH:9]=[CH:10][CH:11]=1)[NH:6]C(=O)[O:4][C:2]2=O.[CH3:13][O:14][C:15]1[CH:21]=[CH:20][C:18]([NH2:19])=[CH:17][CH:16]=1, predict the reaction product. The product is: [NH2:6][C:7]1[CH:8]=[CH:9][CH:10]=[CH:11][C:1]=1[C:2]([NH:19][C:18]1[CH:20]=[CH:21][C:15]([O:14][CH3:13])=[CH:16][CH:17]=1)=[O:4]. (4) Given the reactants [NH2:1][C:2]1[N:6]([C:7]2[CH:12]=[CH:11][CH:10]=[CH:9][C:8]=2O)[N:5]=[C:4]([C:14]([CH3:17])([CH3:16])[CH3:15])[CH:3]=1.C1(P(C2C=CC=CC=2)C2C=CC=CC=2)C=CC=CC=1.O1CCCCC1[O:43][CH2:44][CH2:45][OH:46].CC(OC(/N=N/C(OC(C)C)=O)=O)C, predict the reaction product. The product is: [NH2:1][C:2]1[N:6]([C:7]2[CH:12]=[C:11]([CH:10]=[CH:9][CH:8]=2)[O:43][CH2:44][CH2:45][OH:46])[N:5]=[C:4]([C:14]([CH3:17])([CH3:16])[CH3:15])[CH:3]=1.